Dataset: Full USPTO retrosynthesis dataset with 1.9M reactions from patents (1976-2016). Task: Predict the reactants needed to synthesize the given product. (1) Given the product [Br:1][C:2]1[CH:15]=[CH:14][C:5]2[N:6]3[C:16]([CH3:17])=[N:19][N:20]=[C:7]3[C:8]3([CH2:10][CH2:9]3)[CH2:11][NH:12][C:4]=2[CH:3]=1, predict the reactants needed to synthesize it. The reactants are: [Br:1][C:2]1[CH:15]=[CH:14][C:5]2[NH:6][C:7](=S)[C:8]3([CH2:11][NH:12][C:4]=2[CH:3]=1)[CH2:10][CH2:9]3.[C:16]([NH:19][NH2:20])(=O)[CH3:17]. (2) Given the product [F:23][C:21]([F:22])([F:24])[C:17]1[CH:18]=[N:19][C:20]2[C:15]([CH:16]=1)=[CH:14][CH:13]=[CH:12][C:11]=2[N:8]1[CH2:9][CH2:10][C:5](=[O:4])[CH2:6][CH2:7]1, predict the reactants needed to synthesize it. The reactants are: O1[C:5]2([CH2:10][CH2:9][N:8]([C:11]3[CH:12]=[CH:13][CH:14]=[C:15]4[C:20]=3[N:19]=[CH:18][C:17]([C:21]([F:24])([F:23])[F:22])=[CH:16]4)[CH2:7][CH2:6]2)[O:4]CC1.Cl. (3) Given the product [CH3:4][C:1]([C:5]1[CH:10]=[CH:9][C:8]([S:11]([NH:14][C:15]2[C:20]([O:21][C:22]3[CH:27]=[CH:26][CH:25]=[CH:24][C:23]=3[O:28][CH3:29])=[C:19]([O:30][CH2:31][CH2:32][OH:33])[N:18]=[C:17]([C:34]3[N:35]=[CH:36][CH:37]=[CH:38][N:39]=3)[N:16]=2)(=[O:12])=[O:13])=[CH:7][CH:6]=1)([CH3:2])[CH3:3], predict the reactants needed to synthesize it. The reactants are: [C:1]([C:5]1[CH:10]=[CH:9][C:8]([S:11]([NH:14][C:15]2[C:20]([O:21][C:22]3[CH:27]=[CH:26][CH:25]=[CH:24][C:23]=3[O:28][CH3:29])=[C:19]([O:30][CH2:31][CH:32]=[O:33])[N:18]=[C:17]([C:34]3[N:39]=[CH:38][CH:37]=[CH:36][N:35]=3)[N:16]=2)(=[O:13])=[O:12])=[CH:7][CH:6]=1)([CH3:4])([CH3:3])[CH3:2].[BH4-].[Na+].O. (4) Given the product [C:30]1([C:28]2[CH:27]=[CH:26][C:22]([C:23]([OH:25])=[O:24])=[C:21]([NH:20][C:18](=[O:19])[C:17]3[CH:36]=[CH:37][CH:38]=[C:15]([N:14]4[CH:7]=[CH:11][CH:10]=[CH:9]4)[CH:16]=3)[CH:29]=2)[CH:35]=[CH:34][CH:33]=[CH:32][CH:31]=1, predict the reactants needed to synthesize it. The reactants are: C(O)(=O)C.CO[CH:7]1[CH2:11][CH2:10][CH:9](OC)O1.[NH2:14][C:15]1[CH:16]=[C:17]([CH:36]=[CH:37][CH:38]=1)[C:18]([NH:20][C:21]1[CH:29]=[C:28]([C:30]2[CH:35]=[CH:34][CH:33]=[CH:32][CH:31]=2)[CH:27]=[CH:26][C:22]=1[C:23]([OH:25])=[O:24])=[O:19].C(=O)([O-])O.[Na+]. (5) Given the product [CH3:1][C:2]1[S:12][C:5]2=[N:6][C:7]([CH3:11])=[CH:8][C:9]([NH:10][S:37]([C:31]3[CH:36]=[CH:35][CH:34]=[CH:33][CH:32]=3)(=[O:39])=[O:38])=[C:4]2[C:3]=1[C:13]1[CH:18]=[CH:17][CH:16]=[C:15]([O:19][CH3:20])[CH:14]=1, predict the reactants needed to synthesize it. The reactants are: [CH3:1][C:2]1[S:12][C:5]2[N:6]=[C:7]([CH3:11])[CH:8]=[C:9]([NH2:10])[C:4]=2[C:3]=1[C:13]1[CH:18]=[CH:17][CH:16]=[C:15]([O:19][CH3:20])[CH:14]=1.[Li+].C[Si]([N-][Si](C)(C)C)(C)C.[C:31]1([S:37](Cl)(=[O:39])=[O:38])[CH:36]=[CH:35][CH:34]=[CH:33][CH:32]=1. (6) Given the product [CH2:1]([N:8]([CH3:30])[C:9]([C:11]1[N:12]([CH3:13])[C:33](=[O:36])[C:14]([O:28][CH3:40])=[C:15]([C:17]([NH:19][CH2:20][C:21]2[CH:22]=[CH:23][C:24]([F:27])=[CH:25][CH:26]=2)=[O:18])[CH:16]=1)=[O:10])[C:2]1[CH:7]=[CH:6][CH:5]=[CH:4][CH:3]=1, predict the reactants needed to synthesize it. The reactants are: [CH2:1]([N:8]([CH3:30])[C:9]([C:11]1[CH:16]=[C:15]([C:17]([NH:19][CH2:20][C:21]2[CH:26]=[CH:25][C:24]([F:27])=[CH:23][CH:22]=2)=[O:18])[C:14]([OH:28])=[C:13](O)[N:12]=1)=[O:10])[C:2]1[CH:7]=[CH:6][CH:5]=[CH:4][CH:3]=1.CI.[C:33](=[O:36])([O-])[O-].[Cs+].[Cs+].O.[CH3:40]C#N.